Dataset: Catalyst prediction with 721,799 reactions and 888 catalyst types from USPTO. Task: Predict which catalyst facilitates the given reaction. (1) Product: [CH2:16]([O:15][C:13]([C:5]1[N:6]([CH3:12])[C:7]([C:8]([F:9])([F:10])[F:11])=[C:3]([C:1]#[N:2])[C:4]=1[C:18]1[CH:23]=[CH:22][C:21]([C:35]2[CH:36]=[CH:37][CH:38]=[CH:39][C:34]=2[C:32]#[N:33])=[CH:20][CH:19]=1)=[O:14])[CH3:17]. The catalyst class is: 584. Reactant: [C:1]([C:3]1[C:4]([C:18]2[CH:23]=[CH:22][C:21](OS(C(F)(F)F)(=O)=O)=[CH:20][CH:19]=2)=[C:5]([C:13]([O:15][CH2:16][CH3:17])=[O:14])[N:6]([CH3:12])[C:7]=1[C:8]([F:11])([F:10])[F:9])#[N:2].[C:32]([C:34]1[CH:39]=[CH:38][CH:37]=[CH:36][C:35]=1B(O)O)#[N:33].C1(OP(OC2C=CC=CC=2)(OC2C=CC=CC=2)=O)C=CC=CC=1.P([O-])([O-])([O-])=O.[K+].[K+].[K+]. (2) Reactant: C([O:3][C:4](=[O:33])[C:5]1[CH:10]=[CH:9][CH:8]=[C:7]([N:11]2[C:15]([CH3:16])=[CH:14][CH:13]=[C:12]2[C:17]2[CH:22]=[C:21]([Br:23])[CH:20]=[CH:19][C:18]=2[O:24][CH2:25][C:26]2[CH:31]=[CH:30][C:29]([Cl:32])=[CH:28][CH:27]=2)[CH:6]=1)C.[OH-].[Na+]. Product: [Br:23][C:21]1[CH:20]=[CH:19][C:18]([O:24][CH2:25][C:26]2[CH:27]=[CH:28][C:29]([Cl:32])=[CH:30][CH:31]=2)=[C:17]([C:12]2[N:11]([C:7]3[CH:6]=[C:5]([CH:10]=[CH:9][CH:8]=3)[C:4]([OH:33])=[O:3])[C:15]([CH3:16])=[CH:14][CH:13]=2)[CH:22]=1. The catalyst class is: 14. (3) Reactant: [F-:1].[K+].COCCOCCOC.[C:12]([C:19]([F:21])=O)([C:15]([F:18])([F:17])[F:16])([F:14])[F:13].S([O:27][CH3:28])(OC)(=O)=O. Product: [C:19]([O:27][CH3:28])([C:12]([C:15]([F:18])([F:17])[F:16])([F:14])[F:13])([F:21])[F:1]. The catalyst class is: 6. (4) Reactant: [NH2:1][CH2:2][C:3]1[C:12]2[C:7](=[CH:8][CH:9]=[CH:10][CH:11]=2)[C:6]([C:13]([O:15]C)=[O:14])=[CH:5][CH:4]=1.[C:17](=O)([O-])[O-].[K+].[K+].[N:23]1[CH:28]=[CH:27][CH:26]=[CH:25][C:24]=1[CH2:29]N.[C:31]([O:35][C:36](O[C:36]([O:35][C:31]([CH3:34])([CH3:33])[CH3:32])=[O:37])=[O:37])([CH3:34])([CH3:33])[CH3:32]. Product: [CH3:17][C:5]1[CH:4]=[C:3]([CH2:2][N:1]([C:36]([O:35][C:31]([CH3:34])([CH3:33])[CH3:32])=[O:37])[CH2:29][C:24]2[CH:25]=[CH:26][CH:27]=[CH:28][N:23]=2)[C:12]2[C:7](=[CH:8][CH:9]=[CH:10][CH:11]=2)[C:6]=1[C:13]([OH:15])=[O:14]. The catalyst class is: 338. (5) Reactant: [CH3:1][O:2][C:3]1[CH:4]=[C:5]([CH2:11][CH2:12][NH:13][C:14](=O)[C:15]([F:18])([F:17])[F:16])[CH:6]=[CH:7][C:8]=1[O:9][CH3:10]. Product: [CH3:1][O:2][C:3]1[CH:4]=[C:5]([CH2:11][CH2:12][NH:13][CH2:14][C:15]([F:16])([F:18])[F:17])[CH:6]=[CH:7][C:8]=1[O:9][CH3:10]. The catalyst class is: 20. (6) Reactant: [CH3:1][C:2]1([CH3:16])[C:6]([CH3:8])([CH3:7])[CH2:5][CH:4]([C:9]2[CH:14]=[CH:13][CH:12]=[CH:11][C:10]=2[NH2:15])[CH2:3]1.Cl.Cl[CH2:19][CH2:20][NH:21][CH2:22][CH2:23]Cl. Product: [CH3:1][C:2]1([CH3:16])[C:6]([CH3:7])([CH3:8])[CH2:5][CH:4]([C:9]2[CH:14]=[CH:13][CH:12]=[CH:11][C:10]=2[N:15]2[CH2:23][CH2:22][NH:21][CH2:20][CH2:19]2)[CH2:3]1. The catalyst class is: 262.